Dataset: Full USPTO retrosynthesis dataset with 1.9M reactions from patents (1976-2016). Task: Predict the reactants needed to synthesize the given product. (1) Given the product [CH2:1]([O:3][C:4]([C:6]1[NH:7][C:8]2[C:13]([CH:14]=1)=[CH:12][C:11]([O:15][CH2:17][C:18](=[O:19])[N:20]1[CH2:24][CH2:23][CH2:22][CH2:21]1)=[CH:10][CH:9]=2)=[O:5])[CH3:2], predict the reactants needed to synthesize it. The reactants are: [CH2:1]([O:3][C:4]([C:6]1[NH:7][C:8]2[C:13]([CH:14]=1)=[CH:12][C:11]([OH:15])=[CH:10][CH:9]=2)=[O:5])[CH3:2].Br[CH2:17][C:18]([N:20]1[CH2:24][CH2:23][CH2:22][CH2:21]1)=[O:19].C(=O)([O-])[O-].[Cs+].[Cs+]. (2) Given the product [CH3:46][C@H:47]1[CH2:52][CH2:51][C@H:50]([NH:53][C:28]([C:23]2[CH:24]=[N:25][C:26]3[C:21]([CH:22]=2)=[CH:20][CH:19]=[C:18]([F:17])[CH:27]=3)=[O:30])[CH2:49][CH2:48]1, predict the reactants needed to synthesize it. The reactants are: Cl.FC1C=CC=C2C=1C=C(C(O)=O)C=N2.Cl.[F:17][C:18]1[CH:27]=[C:26]2[C:21]([CH:22]=[C:23]([C:28]([OH:30])=O)[CH:24]=[N:25]2)=[CH:20][CH:19]=1.FC1C=C(C=CC=1)N.C(Cl)(=O)C(Cl)=O.Cl.[CH3:46][C@H:47]1[CH2:52][CH2:51][C@H:50]([NH2:53])[CH2:49][CH2:48]1. (3) Given the product [F:17][C:2]([F:1])([F:16])[C:3]([NH:5][C@H:6]([CH3:15])[CH2:7][C:8]1[CH:13]=[CH:12][C:11]([S:14][C:19]2[CH:26]=[CH:25][C:22]([CH:23]=[O:24])=[CH:21][CH:20]=2)=[CH:10][CH:9]=1)=[O:4], predict the reactants needed to synthesize it. The reactants are: [F:1][C:2]([F:17])([F:16])[C:3]([NH:5][C@H:6]([CH3:15])[CH2:7][C:8]1[CH:13]=[CH:12][C:11]([SH:14])=[CH:10][CH:9]=1)=[O:4].F[C:19]1[CH:26]=[CH:25][C:22]([CH:23]=[O:24])=[CH:21][CH:20]=1.C(=O)([O-])[O-].[K+].[K+].O.